Dataset: Reaction yield outcomes from USPTO patents with 853,638 reactions. Task: Predict the reaction yield, written as a fraction of the theoretical maximum amount of product (1.0 means a 100% yield; for example, 0.34 means a 34% yield). (1) The reactants are [CH3:1][CH:2]([CH2:4][CH2:5][CH2:6][C@H:7]([C@@H:9]1[C@:26]2([CH3:27])[C@H:12]([C@H:13]3[C@H:23]([CH2:24][CH2:25]2)[C@:21]2([CH3:22])[C:16]([CH2:17][C@@H:18]([N:28](S(C4C=CC=CC=4[N+]([O-])=O)(=O)=O)[CH2:29][CH2:30][CH2:31][NH:32][C:33](=[O:52])[CH2:34][CH2:35][CH2:36][CH2:37][CH2:38][NH:39][C:40]4[C:45]5=[N:46][O:47][N:48]=[C:44]5[C:43]([N+:49]([O-:51])=[O:50])=[CH:42][CH:41]=4)[CH2:19][CH2:20]2)=[CH:15][CH2:14]3)[CH2:11][CH2:10]1)[CH3:8])[CH3:3].C([O-])([O-])=O.[K+].[K+].C1(S)C=CC=CC=1. The catalyst is CN(C)C=O.O1CCCC1. The product is [CH3:3][CH:2]([CH2:4][CH2:5][CH2:6][C@H:7]([C@@H:9]1[C@:26]2([CH3:27])[C@H:12]([C@H:13]3[C@H:23]([CH2:24][CH2:25]2)[C@:21]2([CH3:22])[C:16]([CH2:17][C@@H:18]([NH:28][CH2:29][CH2:30][CH2:31][NH:32][C:33](=[O:52])[CH2:34][CH2:35][CH2:36][CH2:37][CH2:38][NH:39][C:40]4[C:45]5=[N:46][O:47][N:48]=[C:44]5[C:43]([N+:49]([O-:51])=[O:50])=[CH:42][CH:41]=4)[CH2:19][CH2:20]2)=[CH:15][CH2:14]3)[CH2:11][CH2:10]1)[CH3:8])[CH3:1]. The yield is 0.290. (2) The reactants are [F:1][C:2]1[CH:38]=[CH:37][C:5]([O:6][C:7]2[CH:12]=[CH:11][C:10]([NH:13][C:14]([NH:16][C:17]3[CH:22]=[CH:21][C:20]([O:23][C:24]4[CH:29]=[CH:28][N:27]=[C:26]5[NH:30][N:31]=[CH:32][C:25]=45)=[CH:19][CH:18]=3)=[O:15])=[CH:9][C:8]=2[C:33]([F:36])([F:35])[F:34])=[CH:4][CH:3]=1.[CH:39]([CH:41]=[O:42])=[O:40].[OH-].[Na+]. The catalyst is C(O)C. The product is [F:1][C:2]1[CH:3]=[CH:4][C:5]([O:6][C:7]2[CH:12]=[CH:11][C:10]([N:13]3[CH:39]([OH:40])[CH:41]([OH:42])[N:16]([C:17]4[CH:18]=[CH:19][C:20]([O:23][C:24]5[CH:29]=[CH:28][N:27]=[C:26]6[NH:30][N:31]=[CH:32][C:25]=56)=[CH:21][CH:22]=4)[C:14]3=[O:15])=[CH:9][C:8]=2[C:33]([F:35])([F:36])[F:34])=[CH:37][CH:38]=1. The yield is 0.200. (3) The reactants are [CH2:1]([N:8]1C(=O)C2[C:11](=[CH:12][C:13]([Cl:19])=[CH:14][CH:15]=2)[N:10]=[C:9]1[CH:20]([N:24]([CH2:33][CH:34](OC)OC)[C:25](=O)[C:26]1[CH:31]=[CH:30][CH:29]=[CH:28][CH:27]=1)[CH:21]([CH3:23])[CH3:22])[C:2]1[CH:7]=[CH:6][CH:5]=[CH:4][CH:3]=1.[C:39]([O-:42])(=O)[CH3:40].[NH4+:43]. The catalyst is C(O)(=O)C. The product is [CH2:1]([N:8]1[C:39](=[O:42])[C:40]2[C:11](=[CH:12][C:13]([Cl:19])=[CH:14][CH:15]=2)[N:10]=[C:9]1[CH:20]([N:24]1[CH:33]=[CH:34][N:43]=[C:25]1[C:26]1[CH:27]=[CH:28][CH:29]=[CH:30][CH:31]=1)[CH:21]([CH3:23])[CH3:22])[C:2]1[CH:7]=[CH:6][CH:5]=[CH:4][CH:3]=1. The yield is 0.230. (4) The reactants are [CH2:1]([O:8][C:9]1[CH:18]=[C:17]2[C:12]([C:13](=[O:19])[CH:14]=[CH:15][NH:16]2)=[CH:11][C:10]=1[O:20][CH3:21])[C:2]1[CH:7]=[CH:6][CH:5]=[CH:4][CH:3]=1.C(=O)([O-])[O-].[Cs+].[Cs+].F[C:29]1[CH:34]=[CH:33][C:32]([N+:35]([O-:37])=[O:36])=[CH:31][C:30]=1[F:38]. The catalyst is CN(C=O)C.CC#N. The product is [CH2:1]([O:8][C:9]1[CH:18]=[C:17]2[C:12]([C:13]([O:19][C:29]3[CH:34]=[CH:33][C:32]([N+:35]([O-:37])=[O:36])=[CH:31][C:30]=3[F:38])=[CH:14][CH:15]=[N:16]2)=[CH:11][C:10]=1[O:20][CH3:21])[C:2]1[CH:7]=[CH:6][CH:5]=[CH:4][CH:3]=1. The yield is 0.410. (5) The reactants are ClC1N=C(C2SC(C(C)C)=NC=2[C:16]2C=[C:18]([NH:22][S:23](C3C(F)=CC=CC=3F)(=[O:25])=[O:24])[CH:19]=[CH:20][CH:21]=2)C=CN=1.[Cl:34][C:35]1[N:40]=[C:39]([C:41]2[S:45][C:44]([N:46]3[CH2:51][CH2:50][O:49][CH2:48][CH2:47]3)=[N:43][C:42]=2[C:52]2[C:53]([F:59])=[C:54]([CH:56]=[CH:57][CH:58]=2)[NH2:55])[CH:38]=[CH:37][N:36]=1.N1(S(Cl)(=O)=O)CCCCC1. No catalyst specified. The product is [Cl:34][C:35]1[N:40]=[C:39]([C:41]2[S:45][C:44]([N:46]3[CH2:47][CH2:48][O:49][CH2:50][CH2:51]3)=[N:43][C:42]=2[C:52]2[C:53]([F:59])=[C:54]([NH:55][S:23]([N:22]3[CH2:18][CH2:19][CH2:20][CH2:21][CH2:16]3)(=[O:25])=[O:24])[CH:56]=[CH:57][CH:58]=2)[CH:38]=[CH:37][N:36]=1. The yield is 0.290. (6) The reactants are C[O:2][C:3]([C:5]1[CH:10]=[CH:9][C:8]([C:11]2[CH:16]=[C:15]([NH:17][C:18](=[O:26])[C:19]3[CH:24]=[CH:23][N:22]=[C:21]([Cl:25])[CH:20]=3)[CH:14]=[CH:13][C:12]=2[CH3:27])=[CH:7][CH:6]=1)=[O:4].[Cl:25][C:21]1[CH:20]=[C:19]([CH:24]=[CH:23][N:22]=1)[C:18]([NH:17][C:15]1[CH:14]=[CH:13][C:12]([CH3:27])=[C:11]([C:8]2[CH:9]=[CH:10][C:5]([C:3]([OH:2])=[O:4])=[CH:6][CH:7]=2)[CH:16]=1)=[O:26].O.[OH-].[Li+].C1COCC1.Cl. The catalyst is O. The product is [Cl:25][C:21]1[CH:20]=[C:19]([CH:24]=[CH:23][N:22]=1)[C:18]([NH:17][C:15]1[CH:14]=[CH:13][C:12]([CH3:27])=[C:11]([C:8]2[CH:7]=[CH:6][C:5]([C:3]([OH:4])=[O:2])=[CH:10][CH:9]=2)[CH:16]=1)=[O:26]. The yield is 0.730.